Dataset: Reaction yield outcomes from USPTO patents with 853,638 reactions. Task: Predict the reaction yield, written as a fraction of the theoretical maximum amount of product (1.0 means a 100% yield; for example, 0.34 means a 34% yield). (1) The reactants are [F:1][C:2]([F:38])([F:37])[C:3]1[CH:4]=[C:5]([C@H:13]2[O:17][C:16](=[O:18])[N:15]([CH2:19][C:20]3[C:21]([N:27]([CH:30]4[CH2:35][CH2:34][CH2:33][CH2:32][CH2:31]4)[CH2:28][CH3:29])=[N:22][CH:23]=[C:24](Br)[CH:25]=3)[C@H:14]2[CH3:36])[CH:6]=[C:7]([C:9]([F:12])([F:11])[F:10])[CH:8]=1.[OH-:39].[K+].C(P(C(C)(C)C)C1C(C)=C(C)C(C)=C(C)C=1C1C(C(C)C)=CC(C(C)C)=CC=1C(C)C)(C)(C)C. The catalyst is O1CCOCC1.O.C1C=CC(/C=C/C(/C=C/C2C=CC=CC=2)=O)=CC=1.C1C=CC(/C=C/C(/C=C/C2C=CC=CC=2)=O)=CC=1.C1C=CC(/C=C/C(/C=C/C2C=CC=CC=2)=O)=CC=1.[Pd].[Pd]. The product is [F:1][C:2]([F:38])([F:37])[C:3]1[CH:4]=[C:5]([C@H:13]2[O:17][C:16](=[O:18])[N:15]([CH2:19][C:20]3[C:21]([N:27]([CH:30]4[CH2:35][CH2:34][CH2:33][CH2:32][CH2:31]4)[CH2:28][CH3:29])=[N:22][CH:23]=[C:24]([OH:39])[CH:25]=3)[C@H:14]2[CH3:36])[CH:6]=[C:7]([C:9]([F:12])([F:11])[F:10])[CH:8]=1. The yield is 0.450. (2) The reactants are ClCCl.Br[C:5]1[CH:13]=[C:12]([C:14]([O:16]C)=[O:15])[C:11]2[C:7](=[CH:8][N:9](CC3C=CC(OC)=CC=3)[N:10]=2)[CH:6]=1.C(=O)([O-])[O-].[Cs+].[Cs+].C1(S([N:42]2[C:46]3=[CH:47][N:48]=[C:49]([N:51]=CN(C)C)[CH:50]=[C:45]3[C:44](Br)=[CH:43]2)(=O)=O)C=CC=CC=1.C([SiH](C(C)C)C(C)C)(C)C.[OH-].[Na+]. The catalyst is COCCOC.O.C1C=CC(P(C2C=CC=CC=2)[C-]2C=CC=C2)=CC=1.C1C=CC(P(C2C=CC=CC=2)[C-]2C=CC=C2)=CC=1.Cl[Pd]Cl.[Fe+2]. The product is [NH2:51][C:49]1[CH:50]=[C:45]2[C:44]([C:5]3[CH:6]=[C:7]4[C:11](=[C:12]([C:14]([OH:16])=[O:15])[CH:13]=3)[NH:10][N:9]=[CH:8]4)=[CH:43][NH:42][C:46]2=[CH:47][N:48]=1. The yield is 0.780. (3) The reactants are CCCC[N+](CCCC)(CCCC)CCCC.[F-].[CH3:19][O:20][C:21](=[O:78])[C:22]1[CH:27]=[CH:26][C:25]([O:28][CH2:29][CH2:30][C:31]2[C:39]3[C:34](=[CH:35][CH:36]=[C:37]([Cl:40])[CH:38]=3)[N:33]([CH:41]([C:48]3[CH:53]=[CH:52][CH:51]=[CH:50][CH:49]=3)[C:42]3[CH:47]=[CH:46][CH:45]=[CH:44][CH:43]=3)[C:32]=2[CH2:54][CH2:55][O:56][Si](C(C)(C)C)(C2C=CC=CC=2)C2C=CC=CC=2)=[CH:24][C:23]=1[O:74][CH:75]([CH3:77])[CH3:76]. The catalyst is C1COCC1. The product is [CH3:19][O:20][C:21](=[O:78])[C:22]1[CH:27]=[CH:26][C:25]([O:28][CH2:29][CH2:30][C:31]2[C:39]3[C:34](=[CH:35][CH:36]=[C:37]([Cl:40])[CH:38]=3)[N:33]([CH:41]([C:42]3[CH:43]=[CH:44][CH:45]=[CH:46][CH:47]=3)[C:48]3[CH:53]=[CH:52][CH:51]=[CH:50][CH:49]=3)[C:32]=2[CH2:54][CH2:55][OH:56])=[CH:24][C:23]=1[O:74][CH:75]([CH3:76])[CH3:77]. The yield is 0.700. (4) The reactants are [O:1]1[C:5]2[CH:6]=[CH:7][C:8](B(O)O)=[CH:9][C:4]=2[O:3][CH2:2]1.C(=O)([O-])[O-].[Na+].[Na+].Br[C:20]1[S:21][C:22]2[C:28]([N+:29]([O-:31])=[O:30])=[C:27]([O:32][CH3:33])[CH:26]=[CH:25][C:23]=2[N:24]=1. The catalyst is O.COCCOC. The product is [O:1]1[C:5]2[CH:6]=[CH:7][C:8]([C:20]3[S:21][C:22]4[C:28]([N+:29]([O-:31])=[O:30])=[C:27]([O:32][CH3:33])[CH:26]=[CH:25][C:23]=4[N:24]=3)=[CH:9][C:4]=2[O:3][CH2:2]1. The yield is 0.760. (5) The reactants are Cl[CH2:2][CH2:3][O:4][C:5]1[CH:14]=[C:13]2[C:8]([C:9]([O:15][C:16]3[CH:21]=[CH:20][C:19]([CH3:22])=[CH:18][C:17]=3[C:23]([C:25]3[CH:30]=[CH:29][CH:28]=[CH:27][CH:26]=3)=[O:24])=[CH:10][CH:11]=[N:12]2)=[CH:7][C:6]=1[O:31][CH3:32].[NH2:33][CH2:34][CH2:35][OH:36].C(=O)([O-])[O-].[K+].[K+].O. The catalyst is CN(C)C=O. The product is [OH:36][CH2:35][CH2:34][NH:33][CH2:2][CH2:3][O:4][C:5]1[CH:14]=[C:13]2[C:8]([C:9]([O:15][C:16]3[CH:21]=[CH:20][C:19]([CH3:22])=[CH:18][C:17]=3[C:23]([C:25]3[CH:30]=[CH:29][CH:28]=[CH:27][CH:26]=3)=[O:24])=[CH:10][CH:11]=[N:12]2)=[CH:7][C:6]=1[O:31][CH3:32]. The yield is 0.440. (6) The reactants are [F:1][C:2]([F:28])([C:17]1[C:26]2[C:21](=[CH:22][CH:23]=[CH:24][CH:25]=2)[C:20]([F:27])=[CH:19][CH:18]=1)[CH2:3][NH:4][C:5]1[C:6]([F:16])=[C:7]([CH2:12][C:13](O)=[O:14])[C:8]([Cl:11])=[CH:9][CH:10]=1.F[P-](F)(F)(F)(F)F.N1(O[P+](N(C)C)(N(C)C)N(C)C)C2C=CC=CC=2N=N1.[NH2:56][CH2:57][C:58]1[CH:59]=[CH:60][C:61]([NH:65][C:66]([O:68][C:69]([CH3:72])([CH3:71])[CH3:70])=[O:67])=[N:62][C:63]=1[CH3:64].CCN(C(C)C)C(C)C. The catalyst is CN(C=O)C. The product is [F:28][C:2]([F:1])([C:17]1[C:26]2[C:21](=[CH:22][CH:23]=[CH:24][CH:25]=2)[C:20]([F:27])=[CH:19][CH:18]=1)[CH2:3][NH:4][C:5]1[C:6]([F:16])=[C:7]([CH2:12][C:13]([NH:56][CH2:57][C:58]2[C:63]([CH3:64])=[N:62][C:61]([NH:65][C:66]([O:68][C:69]([CH3:71])([CH3:70])[CH3:72])=[O:67])=[CH:60][CH:59]=2)=[O:14])[C:8]([Cl:11])=[CH:9][CH:10]=1. The yield is 0.490. (7) The reactants are [C:1]([C:3]1[CH:8]=[CH:7][C:6]([S:9]([NH:12][CH:13]2[CH2:18][CH2:17][CH:16]([C:19]([N:21]3[CH2:26][CH2:25][NH:24][CH2:23][CH2:22]3)=[O:20])[CH2:15][CH2:14]2)(=[O:11])=[O:10])=[CH:5][CH:4]=1)#[N:2].[CH:27]1([CH:30]=O)[CH2:29][CH2:28]1.C(O)(=O)C.C(O[BH-](OC(=O)C)OC(=O)C)(=O)C.[Na+]. The catalyst is C1COCC1. The product is [C:1]([C:3]1[CH:4]=[CH:5][C:6]([S:9]([NH:12][C@H:13]2[CH2:18][CH2:17][C@H:16]([C:19]([N:21]3[CH2:26][CH2:25][N:24]([CH2:30][CH:27]4[CH2:29][CH2:28]4)[CH2:23][CH2:22]3)=[O:20])[CH2:15][CH2:14]2)(=[O:10])=[O:11])=[CH:7][CH:8]=1)#[N:2]. The yield is 0.0260. (8) The reactants are [Cl-].[Mg+2].[Cl-].Cl[C:5]1[N:10]=[CH:9][NH:8][C:7]2=[N:11][CH:12]=[CH:13][C:6]=12.[Cl-].[NH4+].[CH2:16]1COCC1. No catalyst specified. The product is [CH3:16][C:5]1[C:6]2[CH:13]=[CH:12][NH:11][C:7]=2[N:8]=[CH:9][N:10]=1. The yield is 0.690. (9) The reactants are [CH2:1]([N:8]1[CH:16]=[C:15]2[C:10]([CH:11]=[C:12]([C:17]3[CH:18]=[C:19]([CH2:27][CH2:28][CH2:29]Br)[N:20]4[C:25]=3[C:24]([NH2:26])=[N:23][CH:22]=[N:21]4)[CH:13]=[CH:14]2)=[N:9]1)[C:2]1[CH:7]=[CH:6][CH:5]=[CH:4][CH:3]=1.[NH:31]1[CH2:35][CH2:34][CH2:33][CH2:32]1.C(N(CC)CC)C.[I-].[Na+]. The catalyst is CN(C=O)C. The product is [CH2:1]([N:8]1[CH:16]=[C:15]2[C:10]([CH:11]=[C:12]([C:17]3[CH:18]=[C:19]([CH2:27][CH2:28][CH2:29][N:31]4[CH2:35][CH2:34][CH2:33][CH2:32]4)[N:20]4[C:25]=3[C:24]([NH2:26])=[N:23][CH:22]=[N:21]4)[CH:13]=[CH:14]2)=[N:9]1)[C:2]1[CH:7]=[CH:6][CH:5]=[CH:4][CH:3]=1. The yield is 0.842. (10) The reactants are [NH:1]1[CH2:6][CH2:5][O:4][CH2:3][CH2:2]1.[CH2:7]([NH:10][C:11](=O)[O:12]C1C=CC([N+]([O-])=O)=CC=1)[C:8]#[CH:9]. The catalyst is ClCCl. The product is [CH2:7]([NH:10][C:11]([N:1]1[CH2:6][CH2:5][O:4][CH2:3][CH2:2]1)=[O:12])[C:8]#[CH:9]. The yield is 0.920.